Task: Regression. Given two drug SMILES strings and cell line genomic features, predict the synergy score measuring deviation from expected non-interaction effect.. Dataset: NCI-60 drug combinations with 297,098 pairs across 59 cell lines (1) Drug 2: CCCCCOC(=O)NC1=NC(=O)N(C=C1F)C2C(C(C(O2)C)O)O. Cell line: HCT-15. Synergy scores: CSS=14.6, Synergy_ZIP=-4.53, Synergy_Bliss=-1.88, Synergy_Loewe=-4.82, Synergy_HSA=-0.801. Drug 1: CN1CCC(CC1)COC2=C(C=C3C(=C2)N=CN=C3NC4=C(C=C(C=C4)Br)F)OC. (2) Drug 1: C1=CC(=CC=C1C#N)C(C2=CC=C(C=C2)C#N)N3C=NC=N3. Drug 2: CC1=C2C(C(=O)C3(C(CC4C(C3C(C(C2(C)C)(CC1OC(=O)C(C(C5=CC=CC=C5)NC(=O)C6=CC=CC=C6)O)O)OC(=O)C7=CC=CC=C7)(CO4)OC(=O)C)O)C)OC(=O)C. Cell line: A549. Synergy scores: CSS=-0.853, Synergy_ZIP=-0.490, Synergy_Bliss=0.399, Synergy_Loewe=-10.3, Synergy_HSA=-6.64. (3) Drug 1: CC1=C(N=C(N=C1N)C(CC(=O)N)NCC(C(=O)N)N)C(=O)NC(C(C2=CN=CN2)OC3C(C(C(C(O3)CO)O)O)OC4C(C(C(C(O4)CO)O)OC(=O)N)O)C(=O)NC(C)C(C(C)C(=O)NC(C(C)O)C(=O)NCCC5=NC(=CS5)C6=NC(=CS6)C(=O)NCCC[S+](C)C)O. Drug 2: C(CC(=O)O)C(=O)CN.Cl. Cell line: OVCAR-5. Synergy scores: CSS=25.2, Synergy_ZIP=-10.7, Synergy_Bliss=-2.74, Synergy_Loewe=-31.6, Synergy_HSA=0.373. (4) Drug 1: CC1=CC2C(CCC3(C2CCC3(C(=O)C)OC(=O)C)C)C4(C1=CC(=O)CC4)C. Drug 2: CCCS(=O)(=O)NC1=C(C(=C(C=C1)F)C(=O)C2=CNC3=C2C=C(C=N3)C4=CC=C(C=C4)Cl)F. Cell line: A549. Synergy scores: CSS=8.29, Synergy_ZIP=-3.10, Synergy_Bliss=2.73, Synergy_Loewe=-3.16, Synergy_HSA=1.66.